Dataset: Reaction yield outcomes from USPTO patents with 853,638 reactions. Task: Predict the reaction yield, written as a fraction of the theoretical maximum amount of product (1.0 means a 100% yield; for example, 0.34 means a 34% yield). (1) The catalyst is [Pd]. The reactants are C([O:8][C:9](=[O:36])[CH2:10][C@@H:11]([NH:16][C:17](=[O:35])[CH2:18][CH2:19][CH2:20][CH2:21][CH2:22][CH2:23][CH2:24][O:25][CH2:26][C:27]1[CH:32]=[CH:31][C:30]([F:33])=[C:29]([F:34])[CH:28]=1)[CH2:12][N:13]([CH3:15])[CH3:14])C1C=CC=CC=1. The product is [F:34][C:29]1[CH:28]=[C:27]([CH:32]=[CH:31][C:30]=1[F:33])[CH2:26][O:25][CH2:24][CH2:23][CH2:22][CH2:21][CH2:20][CH2:19][CH2:18][C:17]([NH:16][C@@H:11]([CH2:12][N:13]([CH3:15])[CH3:14])[CH2:10][C:9]([OH:36])=[O:8])=[O:35]. The yield is 0.890. (2) The reactants are [H-].[Al+3].[Li+].[H-].[H-].[H-].[N:7]1[S:8][N:9]=[C:10]2[CH:15]=[C:14]([C:16](OC)=[O:17])[CH:13]=[CH:12][C:11]=12.C(C(C(C([O-])=O)O)O)([O-])=O.[Na+].[K+]. The catalyst is C(OCC)C.C(OCC)(=O)C. The yield is 0.470. The product is [N:7]1[S:8][N:9]=[C:10]2[CH:15]=[C:14]([CH2:16][OH:17])[CH:13]=[CH:12][C:11]=12. (3) The reactants are [Br:1][C:2]1[N:6]2[C:7](=[O:13])[CH:8]=[C:9]([CH2:11]Cl)[N:10]=[C:5]2[S:4][C:3]=1[C:14]([F:17])([F:16])[F:15].[C:18](=O)([O-])[O-].[Na+].[Na+].[Cl:24][C:25]1[NH:29][N:28]=[C:27]([C:30]([F:33])([F:32])[F:31])[CH:26]=1. The catalyst is C(#N)C. The product is [F:31][C:30]([CH:14]([C:3]1[S:4][C:5]2=[N:10][CH:9]=[CH:8][C:7](=[O:13])[N:6]2[CH:2]=1)[CH3:18])([F:33])[F:32].[Br:1][C:2]1[N:6]2[C:7](=[O:13])[CH:8]=[C:9]([CH2:11][N:28]3[C:27]([C:30]([F:33])([F:32])[F:31])=[CH:26][C:25]([Cl:24])=[N:29]3)[N:10]=[C:5]2[S:4][C:3]=1[C:14]([F:17])([F:16])[F:15]. The yield is 0.400. (4) The reactants are [F:1][C:2]([F:18])([C:8]1[CH:13]=[CH:12][CH:11]=[C:10]([O:14]COC)[CH:9]=1)[C:3]([O:5][CH2:6][CH3:7])=[O:4].Cl. The catalyst is O1CCOCC1. The product is [F:1][C:2]([F:18])([C:8]1[CH:13]=[CH:12][CH:11]=[C:10]([OH:14])[CH:9]=1)[C:3]([O:5][CH2:6][CH3:7])=[O:4]. The yield is 0.840. (5) The reactants are [C:1]([C:3]1[CH:4]=[C:5]([CH:10]=[CH:11][C:12]=1[OH:13])[C:6]([O:8][CH3:9])=[O:7])#[N:2].[BH4-].[Na+].[CH2:16]1[CH2:20]OC[CH2:17]1.CO. No catalyst specified. The product is [C:1]([C:3]1[CH:4]=[C:5]([CH:10]=[CH:11][C:12]=1[O:13][CH:16]([CH3:20])[CH3:17])[C:6]([O:8][CH3:9])=[O:7])#[N:2]. The yield is 0.990. (6) The catalyst is ClCCl. The product is [CH3:12][C:4]([CH3:11])([CH2:3][CH:2]=[O:1])[CH2:5][C:6]([O:8][CH2:9][CH3:10])=[O:7]. The reactants are [OH:1][CH2:2][CH2:3][C:4]([CH3:12])([CH3:11])[CH2:5][C:6]([O:8][CH2:9][CH3:10])=[O:7].CC(OI1(OC(C)=O)(OC(C)=O)OC(=O)C2C=CC=CC1=2)=O. The yield is 0.950. (7) The yield is 0.164. The reactants are [NH2:1][C:2]1[C:7]2[C:8](=[O:30])[N:9]([C:14]3[CH:19]=[CH:18][C:17](B4OC(C)(C)C(C)(C)O4)=[C:16]([F:29])[CH:15]=3)[CH2:10][C@@H:11]([CH3:13])[O:12][C:6]=2[N:5]=[CH:4][N:3]=1.P([O-])([O-])([O-])=O.[K+].[K+].[K+].FC(F)(F)S(O[C:45]1[C:50]([C:51]#[N:52])=[CH:49][CH:48]=[CH:47][C:46]=1[Cl:53])(=O)=O.C(O)C. The catalyst is COCCOC.C1C=CC(P(C2C=CC=CC=2)[C-]2C=CC=C2)=CC=1.C1C=CC(P(C2C=CC=CC=2)[C-]2C=CC=C2)=CC=1.Cl[Pd]Cl.[Fe+2].C(Cl)Cl.O. The product is [NH2:1][C:2]1[C:7]2[C:8](=[O:30])[N:9]([C:14]3[CH:19]=[CH:18][C:17]([C:45]4[C:50]([C:51]#[N:52])=[CH:49][CH:48]=[CH:47][C:46]=4[Cl:53])=[C:16]([F:29])[CH:15]=3)[CH2:10][C@@H:11]([CH3:13])[O:12][C:6]=2[N:5]=[CH:4][N:3]=1.